Dataset: Forward reaction prediction with 1.9M reactions from USPTO patents (1976-2016). Task: Predict the product of the given reaction. (1) Given the reactants [Cl:1][CH2:2][C:3](Cl)=[O:4].[NH2:6][CH2:7][CH2:8][C:9]1([OH:22])[CH2:14][CH2:13][N:12]([C:15]([O:17][C:18]([CH3:21])([CH3:20])[CH3:19])=[O:16])[CH2:11][CH2:10]1.C(=O)([O-])[O-].[K+].[K+], predict the reaction product. The product is: [Cl:1][CH2:2][C:3]([NH:6][CH2:7][CH2:8][C:9]1([OH:22])[CH2:14][CH2:13][N:12]([C:15]([O:17][C:18]([CH3:20])([CH3:19])[CH3:21])=[O:16])[CH2:11][CH2:10]1)=[O:4]. (2) Given the reactants [OH:1][N:2]1[C:6]([C:7]2[S:8][CH:9]=[CH:10][CH:11]=2)=[CH:5][CH:4]=[N:3]1.[CH3:12][N:13]([C:17]1[CH:22]=[CH:21][CH:20]=[CH:19][CH:18]=1)[C:14](Cl)=[O:15], predict the reaction product. The product is: [S:8]1[CH:9]=[CH:10][CH:11]=[C:7]1[C:6]1[N:2]([O:1][C:14](=[O:15])[N:13]([CH3:12])[C:17]2[CH:22]=[CH:21][CH:20]=[CH:19][CH:18]=2)[N:3]=[CH:4][CH:5]=1.